Dataset: Full USPTO retrosynthesis dataset with 1.9M reactions from patents (1976-2016). Task: Predict the reactants needed to synthesize the given product. (1) Given the product [CH2:11]([NH:10][C:8]([C:4]1[S:3][C:2]([NH:1][C:18]([N:36]([CH2:37][CH:38]([O:39][CH3:40])[O:41][CH3:42])[CH2:35][C:34]2[CH:33]=[CH:32][C:31]([F:30])=[CH:44][CH:43]=2)=[O:19])=[N:6][C:5]=1[CH3:7])=[O:9])[C:12]1[CH:17]=[CH:16][CH:15]=[CH:14][CH:13]=1, predict the reactants needed to synthesize it. The reactants are: [NH2:1][C:2]1[S:3][C:4]([C:8]([NH:10][CH2:11][C:12]2[CH:17]=[CH:16][CH:15]=[CH:14][CH:13]=2)=[O:9])=[C:5]([CH3:7])[N:6]=1.[C:18](N1C=CN=C1)(N1C=CN=C1)=[O:19].[F:30][C:31]1[CH:44]=[CH:43][C:34]([CH2:35][NH:36][CH2:37][CH:38]([O:41][CH3:42])[O:39][CH3:40])=[CH:33][CH:32]=1. (2) Given the product [CH3:29][C:14]1([CH3:30])[CH2:15][N:16]2[C:21](=[O:22])[CH:20]=[C:19]([C:23]3[CH:28]=[CH:27][N:26]=[CH:25][CH:24]=3)[N:18]=[C:17]2[N:12]([CH2:11][CH:6]2[CH2:5][C:4]3[N:3]=[C:2]([N:84]4[CH2:88][CH2:87][CH2:86][CH2:85]4)[CH:10]=[CH:9][C:8]=3[CH2:7]2)[CH2:13]1, predict the reactants needed to synthesize it. The reactants are: Cl[C:2]1[CH:10]=[CH:9][C:8]2[CH2:7][CH:6]([CH2:11][N:12]3[C:17]4=[N:18][C:19]([C:23]5[CH:28]=[CH:27][N:26]=[CH:25][CH:24]=5)=[CH:20][C:21](=[O:22])[N:16]4[CH2:15][C:14]([CH3:30])([CH3:29])[CH2:13]3)[CH2:5][C:4]=2[N:3]=1.C(=O)([O-])[O-].[Cs+].[Cs+].C1C=CC(P(C2C=CC3C(=CC=CC=3)C=2C2C3C(=CC=CC=3)C=CC=2P(C2C=CC=CC=2)C2C=CC=CC=2)C2C=CC=CC=2)=CC=1.O.[NH:84]1[CH2:88][CH2:87][CH2:86][CH2:85]1. (3) Given the product [Br:1][C:2]1[C:3]([O:15][CH2:10][C:11]([CH3:14])([CH3:13])[CH3:12])=[CH:4][CH:5]=[CH:6][C:7]=1[CH3:8], predict the reactants needed to synthesize it. The reactants are: [Br:1][C:2]1[C:7]([CH3:8])=[CH:6][CH:5]=[CH:4][C:3]=1I.[CH2:10]([OH:15])[C:11]([CH3:14])([CH3:13])[CH3:12].N1C2C(=CC=C3C=2N=CC=C3)C=CC=1.C(=O)([O-])[O-].[Cs+].[Cs+]. (4) The reactants are: [C:1]([C:4]1[O:5][C:6]([CH2:9][C:10]2[CH:15]=[CH:14][C:13]([F:16])=[CH:12][CH:11]=2)=[CH:7][CH:8]=1)(=[O:3])[CH3:2].C(OC(=O)[CH2:21][Si:22](C)([CH3:24])[CH3:23])C. Given the product [F:16][C:13]1[CH:14]=[CH:15][C:10]([CH2:9][C:6]2[O:5][C:4]([C:1]([O:3][Si:22]([CH3:24])([CH3:23])[CH3:21])=[CH2:2])=[CH:8][CH:7]=2)=[CH:11][CH:12]=1, predict the reactants needed to synthesize it.